Dataset: Reaction yield outcomes from USPTO patents with 853,638 reactions. Task: Predict the reaction yield, written as a fraction of the theoretical maximum amount of product (1.0 means a 100% yield; for example, 0.34 means a 34% yield). (1) The reactants are [CH3:1][O:2][C:3]1[CH:4]=[C:5]2[C:10](=[CH:11][C:12]=1[O:13][CH3:14])[N:9]=[CH:8]C=[C:6]2[O:15][C:16]1[CH:22]=[CH:21][C:19]([NH2:20])=[CH:18][CH:17]=1.C1(C)C=CC=CC=1.C([N:32](CC)CC)C.ClC(Cl)(O[C:41](=[O:47])OC(Cl)(Cl)Cl)Cl.[Cl:49][C:50]1[CH:51]=[C:52]([CH:56]=[CH:57][CH:58]=1)[CH:53]([OH:55])[CH3:54]. The catalyst is C(Cl)Cl. The product is [CH3:1][O:2][C:3]1[CH:4]=[C:5]2[C:10](=[CH:11][C:12]=1[O:13][CH3:14])[N:9]=[CH:8][N:32]=[C:6]2[O:15][C:16]1[CH:17]=[CH:18][C:19]([NH:20][C:41](=[O:47])[O:55][CH:53]([C:52]2[CH:56]=[CH:57][CH:58]=[C:50]([Cl:49])[CH:51]=2)[CH3:54])=[CH:21][CH:22]=1. The yield is 0.700. (2) The reactants are N1CCCCC1.[CH3:7][O:8][C:9]1[CH:16]=[CH:15][C:12]([CH:13]=O)=[CH:11][C:10]=1[O:17][CH2:18][C:19]#[C:20][CH3:21].C([CH2:25][C:26]([NH:28][C:29]1[CH:37]=[CH:36][CH:35]=[CH:34][C:30]=1[C:31]([OH:33])=[O:32])=[O:27])(O)=O.CC(O)=O. The catalyst is C1(C)C=CC=CC=1. The product is [CH2:18]([O:17][C:10]1[CH:11]=[C:12](/[CH:13]=[CH:25]/[C:26]([NH:28][C:29]2[CH:37]=[CH:36][CH:35]=[CH:34][C:30]=2[C:31]([OH:33])=[O:32])=[O:27])[CH:15]=[CH:16][C:9]=1[O:8][CH3:7])[C:19]#[C:20][CH3:21]. The yield is 0.690. (3) The reactants are [CH3:1][N:2]([C:7]1[CH:12]=[CH:11][C:10]([C:13]2[CH:18]=[CH:17][N:16]=[C:15]3[N:19](S(C4C=CC=CC=4)(=O)=O)[C:20]([CH3:22])=[CH:21][C:14]=23)=[CH:9][CH:8]=1)[S:3]([CH3:6])(=[O:5])=[O:4].[OH-].[Na+].O. The catalyst is O1C=COC=C1.CO. The product is [CH3:1][N:2]([C:7]1[CH:8]=[CH:9][C:10]([C:13]2[CH:18]=[CH:17][N:16]=[C:15]3[NH:19][C:20]([CH3:22])=[CH:21][C:14]=23)=[CH:11][CH:12]=1)[S:3]([CH3:6])(=[O:4])=[O:5]. The yield is 0.740. (4) The reactants are Br[C:2]1[C:10]2[C:5](=[N:6][CH:7]=[C:8]([C:11]3[CH:12]=[C:13]([CH:26]=[CH:27][CH:28]=3)[C:14]([NH:16][C:17]([C:20]3[CH:25]=[CH:24][CH:23]=[CH:22][CH:21]=3)([CH3:19])[CH3:18])=[O:15])[CH:9]=2)[O:4][C:3]=1[C:29]1[CH:34]=[CH:33][C:32]([F:35])=[CH:31][CH:30]=1.[CH3:36]B1OB(C)OB(C)O1.C([O-])([O-])=O.[Na+].[Na+]. The catalyst is CN(C=O)C.O.CCOC(C)=O.C1C=CC([P]([Pd]([P](C2C=CC=CC=2)(C2C=CC=CC=2)C2C=CC=CC=2)([P](C2C=CC=CC=2)(C2C=CC=CC=2)C2C=CC=CC=2)[P](C2C=CC=CC=2)(C2C=CC=CC=2)C2C=CC=CC=2)(C2C=CC=CC=2)C2C=CC=CC=2)=CC=1. The product is [F:35][C:32]1[CH:33]=[CH:34][C:29]([C:3]2[O:4][C:5]3=[N:6][CH:7]=[C:8]([C:11]4[CH:12]=[C:13]([CH:26]=[CH:27][CH:28]=4)[C:14]([NH:16][C:17]([C:20]4[CH:21]=[CH:22][CH:23]=[CH:24][CH:25]=4)([CH3:19])[CH3:18])=[O:15])[CH:9]=[C:10]3[C:2]=2[CH3:36])=[CH:30][CH:31]=1. The yield is 0.850.